From a dataset of Forward reaction prediction with 1.9M reactions from USPTO patents (1976-2016). Predict the product of the given reaction. Given the reactants [F:1][C:2]1[CH:7]=[CH:6][C:5]([F:8])=[CH:4][C:3]=1[S:9]([NH:12][C:13]1[CH:18]=[CH:17][CH:16]=[C:15]([C:19]2[C:23]([C:24]3[CH:29]=[CH:28][N:27]=[CH:26][CH:25]=3)=[CH:22][NH:21][N:20]=2)[C:14]=1[F:30])(=[O:11])=[O:10].[H-].[Na+].Cl.[C:34]([O:37][CH2:38][CH3:39])(=O)C, predict the reaction product. The product is: [F:1][C:2]1[CH:7]=[CH:6][C:5]([F:8])=[CH:4][C:3]=1[S:9]([NH:12][C:13]1[CH:18]=[CH:17][CH:16]=[C:15]([C:19]2[C:23]([C:24]3[CH:29]=[CH:28][N:27]=[CH:26][CH:25]=3)=[CH:22][N:21]([CH:39]3[CH2:34][O:37][CH2:38]3)[N:20]=2)[C:14]=1[F:30])(=[O:10])=[O:11].